Dataset: Reaction yield outcomes from USPTO patents with 853,638 reactions. Task: Predict the reaction yield, written as a fraction of the theoretical maximum amount of product (1.0 means a 100% yield; for example, 0.34 means a 34% yield). (1) The reactants are C(=O)(OC)[O:2][C:3]1[CH:8]=[C:7]([N+:9]([O-:11])=[O:10])[C:6]([F:12])=[CH:5][C:4]=1[C:13]([CH3:16])([CH3:15])[CH3:14].N1CCCCC1. The catalyst is C(Cl)Cl. The product is [C:13]([C:4]1[CH:5]=[C:6]([F:12])[C:7]([N+:9]([O-:11])=[O:10])=[CH:8][C:3]=1[OH:2])([CH3:16])([CH3:14])[CH3:15]. The yield is 0.620. (2) The reactants are Cl.C(N=C=NCCCN(C)C)C.[Cl:13][C:14]1[C:15]([O:24][C:25]2[CH:30]=[C:29]([O:31][CH2:32][C:33](=[O:35])[CH3:34])[CH:28]=[CH:27][C:26]=2/[CH:36]=[CH:37]/[C:38]([OH:40])=O)=[N:16][CH:17]=[C:18]([C:20]([F:23])([F:22])[F:21])[CH:19]=1.[CH2:41]([S:46]([NH2:49])(=[O:48])=[O:47])[CH2:42][CH2:43][CH2:44][CH3:45].Cl. The catalyst is CN(C)C1C=CN=CC=1.C(#N)C. The product is [Cl:13][C:14]1[C:15]([O:24][C:25]2[CH:30]=[C:29]([O:31][CH2:32][C:33](=[O:35])[CH3:34])[CH:28]=[CH:27][C:26]=2/[CH:36]=[CH:37]/[C:38]([NH:49][S:46]([CH2:41][CH2:42][CH2:43][CH2:44][CH3:45])(=[O:48])=[O:47])=[O:40])=[N:16][CH:17]=[C:18]([C:20]([F:23])([F:22])[F:21])[CH:19]=1. The yield is 0.300.